This data is from Reaction yield outcomes from USPTO patents with 853,638 reactions. The task is: Predict the reaction yield, written as a fraction of the theoretical maximum amount of product (1.0 means a 100% yield; for example, 0.34 means a 34% yield). (1) The product is [CH3:2][S:3]([C:6]1[CH:11]=[CH:10][C:9]([C:12]2[CH2:17][CH2:16][CH:15]([O:18][CH2:19][CH:20]3[CH2:21][CH2:22][N:23]([C:40]([O:41][CH:42]([CH3:44])[CH3:43])=[O:45])[CH2:24][CH2:25]3)[CH2:14][CH:13]=2)=[CH:8][CH:7]=1)(=[O:5])=[O:4]. The yield is 0.960. The catalyst is ClCCl. The reactants are Cl.[CH3:2][S:3]([C:6]1[CH:11]=[CH:10][C:9]([C:12]2[CH2:17][CH2:16][CH:15]([O:18][CH2:19][CH:20]3[CH2:25][CH2:24][NH:23][CH2:22][CH2:21]3)[CH2:14][CH:13]=2)=[CH:8][CH:7]=1)(=[O:5])=[O:4].C(N(CC)CC)C.C1(C)C=CC=CC=1.[C:40](Cl)(=[O:45])[O:41][CH:42]([CH3:44])[CH3:43]. (2) The catalyst is CS(C)=O. The reactants are [CH3:1][C:2]1[CH:7]=[CH:6][CH:5]=[C:4]([O:8][CH2:9][C:10]2[CH:15]=[CH:14][C:13](/[CH:16]=[CH:17]/[N+:18]([O-:20])=[O:19])=[CH:12][CH:11]=2)[N:3]=1.C(O)(=O)C.[BH4-].[Na+].O. The product is [CH3:1][C:2]1[CH:7]=[CH:6][CH:5]=[C:4]([O:8][CH2:9][C:10]2[CH:15]=[CH:14][C:13]([CH2:16][CH2:17][N+:18]([O-:20])=[O:19])=[CH:12][CH:11]=2)[N:3]=1. The yield is 0.560.